This data is from Forward reaction prediction with 1.9M reactions from USPTO patents (1976-2016). The task is: Predict the product of the given reaction. (1) Given the reactants [NH2:1][C:2]1[N:10]=[C:9]2[C:5]([NH:6][C:7](=[O:25])[N:8]2[C@H:11]2[CH2:16][CH2:15][C@H:14](C3N(C([O-])=O)C=CN=3)[CH2:13][CH2:12]2)=[C:4]([Cl:26])[N:3]=1.[C:27](=[O:30])([O-:29])[O-:28].[K+].[K+].[CH3:33]O, predict the reaction product. The product is: [C:27](=[O:29])([O:28][CH3:33])[O:30][C@H:14]1[CH2:13][CH2:12][C@H:11]([N:8]2[C:7](=[O:25])[NH:6][C:5]3[C:9]2=[N:10][C:2]([NH2:1])=[N:3][C:4]=3[Cl:26])[CH2:16][CH2:15]1. (2) Given the reactants Br[C:2]1[CH:3]=[C:4]2[C:10]([C:11]3[CH:16]=[CH:15][CH:14]=[CH:13][C:12]=3[O:17][CH3:18])=[CH:9][N:8]([S:19]([C:22]3[CH:27]=[CH:26][C:25]([CH3:28])=[CH:24][CH:23]=3)(=[O:21])=[O:20])[C:5]2=[N:6][CH:7]=1.[B:29]1([B:29]2[O:33][C:32]([CH3:35])([CH3:34])[C:31]([CH3:37])([CH3:36])[O:30]2)[O:33][C:32]([CH3:35])([CH3:34])[C:31]([CH3:37])([CH3:36])[O:30]1.C([O-])(=O)C.[Na+].CN(C=O)C, predict the reaction product. The product is: [CH3:18][O:17][C:12]1[CH:13]=[CH:14][CH:15]=[CH:16][C:11]=1[C:10]1[C:4]2[C:5](=[N:6][CH:7]=[C:2]([B:29]3[O:33][C:32]([CH3:35])([CH3:34])[C:31]([CH3:37])([CH3:36])[O:30]3)[CH:3]=2)[N:8]([S:19]([C:22]2[CH:27]=[CH:26][C:25]([CH3:28])=[CH:24][CH:23]=2)(=[O:21])=[O:20])[CH:9]=1. (3) Given the reactants [CH2:1]([N:8]1[CH2:17][C:16]2[CH:15]=[N:14][CH:13]=[C:12]([C:18]#N)[C:11]=2[CH2:10][CH2:9]1)[C:2]1[CH:7]=[CH:6][CH:5]=[CH:4][CH:3]=1.[OH-:20].[Na+].[CH2:22]([OH:24])C, predict the reaction product. The product is: [CH3:22][O:24][C:18]([C:12]1[C:11]2[CH2:10][CH2:9][N:8]([CH2:1][C:2]3[CH:7]=[CH:6][CH:5]=[CH:4][CH:3]=3)[CH2:17][C:16]=2[CH:15]=[N:14][CH:13]=1)=[O:20]. (4) Given the reactants C(O[CH:9]1[C:14](=[O:15])[NH:13][C:12]2[CH:16]=[CH:17][CH:18]=[C:19]([C:20](=[O:26])[CH:21](OCC)O)[C:11]=2[O:10]1)C1C=CC=CC=1.[F:27][C:28]1[CH:33]=[CH:32][C:31]([CH2:34][C:35]([NH2:38])([CH3:37])[CH3:36])=[CH:30][C:29]=1[CH3:39].Cl, predict the reaction product. The product is: [CH2:20]([O:26][C:17]1[CH:18]=[C:19]([CH:20]([OH:26])[CH2:21][NH:38][C:35]([CH3:36])([CH3:37])[CH2:34][C:31]2[CH:32]=[CH:33][C:28]([F:27])=[C:29]([CH3:39])[CH:30]=2)[C:11]2[O:10][CH2:9][C:14](=[O:15])[NH:13][C:12]=2[CH:16]=1)[C:19]1[CH:11]=[CH:12][CH:16]=[CH:17][CH:18]=1. (5) Given the reactants C([O:3][C:4](=O)[CH2:5][C:6]([C@@H:8]1[CH2:13][CH2:12][N:11]([C:14]([O:16][CH3:17])=[O:15])[C@@H:10]([C:18]2[CH:23]=[CH:22][CH:21]=[C:20]([C:24]([F:27])([F:26])[F:25])[CH:19]=2)[CH2:9]1)=[O:7])C.[OH-].[Na+].[NH2:31]O.Cl, predict the reaction product. The product is: [O:3]=[C:4]1[CH:5]=[C:6]([C@@H:8]2[CH2:13][CH2:12][N:11]([C:14]([O:16][CH3:17])=[O:15])[C@@H:10]([C:18]3[CH:23]=[CH:22][CH:21]=[C:20]([C:24]([F:27])([F:26])[F:25])[CH:19]=3)[CH2:9]2)[O:7][NH:31]1. (6) Given the reactants ClC1C=CC=C(C(OO)=[O:9])C=1.[F:12][C:13]1[C:22]([C:23](=[CH2:28])[C:24]([O:26][CH3:27])=[O:25])=[C:21]2[C:16]([CH:17]=[CH:18][C:19]([O:29][CH3:30])=[N:20]2)=[CH:15][CH:14]=1.FC1C(CC(OC)=O)=C2C(C=CC(OC)=N2)=CC=1.S([O-])([O-])=O.[Na+].[Na+].C(=O)(O)[O-].[Na+], predict the reaction product. The product is: [F:12][C:13]1[C:22]([C:23]2([C:24]([O:26][CH3:27])=[O:25])[CH2:28][O:9]2)=[C:21]2[C:16]([CH:17]=[CH:18][C:19]([O:29][CH3:30])=[N:20]2)=[CH:15][CH:14]=1. (7) Given the reactants [C:1]1(=[O:9])[CH2:7][CH2:6][CH2:5][CH2:4][C:3](=[O:8])[CH2:2]1.CO[CH:12](OC)[N:13]([CH3:15])[CH3:14], predict the reaction product. The product is: [CH3:12][N:13]([CH:15]=[C:2]1[C:3](=[O:8])[CH2:4][CH2:5][CH2:6][CH2:7][C:1]1=[O:9])[CH3:14]. (8) Given the reactants CCN=C=NCCCN(C)C.C1C=CC2[N:20]([OH:21])N=NC=2C=1.[Br:22][C:23]1[CH:28]=[CH:27][C:26]([NH:29][C:30]2[C:38]([C:39]([OH:41])=O)=[C:37]3[N:33]([CH2:34][CH2:35][CH2:36]3)[C:32](=[O:42])[C:31]=2[Cl:43])=[C:25]([F:44])[CH:24]=1.Cl.[CH3:46]OON, predict the reaction product. The product is: [CH3:46][O:21][NH:20][C:39]([C:38]1[C:30]([NH:29][C:26]2[CH:27]=[CH:28][C:23]([Br:22])=[CH:24][C:25]=2[F:44])=[C:31]([Cl:43])[C:32](=[O:42])[N:33]2[C:37]=1[CH2:36][CH2:35][CH2:34]2)=[O:41]. (9) Given the reactants FC(F)(F)S(O[C:7]1[CH:12]=[CH:11][C:10]([C@H:13]2[CH2:18][CH2:17][C@H:16]([O:19][CH2:20][C:21]([O:23][C:24]([CH3:27])([CH3:26])[CH3:25])=[O:22])[CH2:15][CH2:14]2)=[CH:9][CH:8]=1)(=O)=O.CCN(C(C)C)C(C)C.[OH2:39].[O:40]1[CH2:45]COCC1, predict the reaction product. The product is: [C:24]([O:23][C:21]([CH2:20][O:19][C@H:16]1[CH2:17][CH2:18][C@H:13]([C:10]2[CH:11]=[CH:12][C:7]([C:45]([OH:40])=[O:39])=[CH:8][CH:9]=2)[CH2:14][CH2:15]1)=[O:22])([CH3:27])([CH3:26])[CH3:25].